From a dataset of Full USPTO retrosynthesis dataset with 1.9M reactions from patents (1976-2016). Predict the reactants needed to synthesize the given product. Given the product [N+:1]([C:4]1[CH:5]=[C:6]([CH:7]=[CH:16][C:15]([O:14][CH2:12][CH3:13])=[O:25])[CH:9]=[CH:10][CH:11]=1)([O-:3])=[O:2], predict the reactants needed to synthesize it. The reactants are: [N+:1]([C:4]1[CH:5]=[C:6]([CH:9]=[CH:10][CH:11]=1)[CH:7]=O)([O-:3])=[O:2].[CH2:12]([O:14][C:15](=[O:25])[CH2:16]P(OCC)(OCC)=O)[CH3:13].[H-].[Na+].O.